The task is: Regression. Given a peptide amino acid sequence and an MHC pseudo amino acid sequence, predict their binding affinity value. This is MHC class I binding data.. This data is from Peptide-MHC class I binding affinity with 185,985 pairs from IEDB/IMGT. The peptide sequence is LLPLLALLA. The MHC is HLA-A02:01 with pseudo-sequence HLA-A02:01. The binding affinity (normalized) is 0.332.